Dataset: Reaction yield outcomes from USPTO patents with 853,638 reactions. Task: Predict the reaction yield, written as a fraction of the theoretical maximum amount of product (1.0 means a 100% yield; for example, 0.34 means a 34% yield). (1) The reactants are [Br:1][C:2]1[CH:10]=[CH:9][C:8]([F:11])=[C:7]2[C:3]=1[C:4]([CH2:12][CH:13]=[O:14])=[CH:5][NH:6]2.[CH3:15][Mg+].[Br-]. The catalyst is C1COCC1. The product is [Br:1][C:2]1[CH:10]=[CH:9][C:8]([F:11])=[C:7]2[C:3]=1[C:4]([CH2:12][CH:13]([OH:14])[CH3:15])=[CH:5][NH:6]2. The yield is 0.420. (2) The reactants are [CH3:1][C:2]1([CH3:21])[C:6]([CH3:8])([CH3:7])[O:5][B:4]([C:9]2[CH:14]=[CH:13][C:12]([NH:15][S:16]([CH:19]=[CH2:20])(=[O:18])=[O:17])=[CH:11][CH:10]=2)[O:3]1.[CH2:22]([NH:24][CH2:25][CH3:26])[CH3:23].C(OCC)(=O)C.ClCCl. The catalyst is CO. The product is [CH3:8][C:6]1([CH3:7])[C:2]([CH3:21])([CH3:1])[O:3][B:4]([C:9]2[CH:10]=[CH:11][C:12]([NH:15][S:16]([CH2:19][CH2:20][N:24]([CH2:25][CH3:26])[CH2:22][CH3:23])(=[O:18])=[O:17])=[CH:13][CH:14]=2)[O:5]1. The yield is 0.560. (3) The catalyst is C1COCC1.O. The reactants are C[O:2][C:3](=[O:33])[C@H:4]([CH2:17][C:18]1[CH:23]=[CH:22][C:21]([C:24]2[C:25](=[O:32])[N:26]([CH3:31])[CH:27]=[C:28]([Br:30])[CH:29]=2)=[CH:20][CH:19]=1)[NH:5][C:6]([C:8]1[CH:13]=[C:12]([O:14][CH3:15])[CH:11]=[CH:10][C:9]=1[Br:16])=[O:7].O.[OH-].[Li+].CO.C(O)(=O)C. The product is [Br:16][C:9]1[CH:10]=[CH:11][C:12]([O:14][CH3:15])=[CH:13][C:8]=1[C:6]([NH:5][C@H:4]([C:3]([OH:33])=[O:2])[CH2:17][C:18]1[CH:19]=[CH:20][C:21]([C:24]2[C:25](=[O:32])[N:26]([CH3:31])[CH:27]=[C:28]([Br:30])[CH:29]=2)=[CH:22][CH:23]=1)=[O:7]. The yield is 0.790.